Dataset: Full USPTO retrosynthesis dataset with 1.9M reactions from patents (1976-2016). Task: Predict the reactants needed to synthesize the given product. Given the product [CH3:10][C:11]1[NH:12][N:13]=[CH:14][C:15]=1[C:16]1[N:9]=[C:7]([OH:8])[C:3]2[S:4][CH:5]=[CH:6][C:2]=2[N:1]=1, predict the reactants needed to synthesize it. The reactants are: [NH2:1][C:2]1[CH:6]=[CH:5][S:4][C:3]=1[C:7]([NH2:9])=[O:8].[CH3:10][C:11]1[C:15]([CH:16]=O)=[CH:14][NH:13][N:12]=1.Cl.O1CCOCC1.ClC1C(=O)C(C#N)=C(C#N)C(=O)C=1Cl.